Dataset: Full USPTO retrosynthesis dataset with 1.9M reactions from patents (1976-2016). Task: Predict the reactants needed to synthesize the given product. (1) The reactants are: [H-].[Na+].[C:3](OCC)(=O)[CH:4](C)[OH:5].Cl[C:12]1[N:22]=[CH:21][CH:20]=[CH:19][C:13]=1[C:14]([O:16]CC)=O. Given the product [CH3:3][CH:4]1[O:5][C:12]2=[N:22][CH:21]=[CH:20][CH:19]=[C:13]2[C:14]1=[O:16], predict the reactants needed to synthesize it. (2) Given the product [Cl:1][C:2]1[CH:30]=[N:29][C:5]2[NH:6][C:7]3[C:12]([C:4]=2[CH:3]=1)=[C:11]([C:13]1[CH:18]=[CH:17][CH:16]=[C:15]([S:19]([CH2:22][CH3:23])(=[O:21])=[O:20])[CH:14]=1)[CH:10]=[CH:9][C:8]=3[O:24][CH2:25][CH2:26][CH2:27][O:28][C:45](=[O:56])[C@@H:46]([NH2:50])[CH3:47], predict the reactants needed to synthesize it. The reactants are: [Cl:1][C:2]1[CH:30]=[N:29][C:5]2[NH:6][C:7]3[C:12]([C:4]=2[CH:3]=1)=[C:11]([C:13]1[CH:18]=[CH:17][CH:16]=[C:15]([S:19]([CH2:22][CH3:23])(=[O:21])=[O:20])[CH:14]=1)[CH:10]=[CH:9][C:8]=3[O:24][CH2:25][CH2:26][CH2:27][OH:28].C(S(C1C=C(C2[C:47]3C4C=C(C)C=NC=4[NH:50][C:46]=3[C:45]([O:56]C[C@H](OC(=O)[C@H](C)N)C)=NC=2)C=CC=1)(=O)=O)C. (3) Given the product [OH:4][CH2:5][C:6]1[CH:15]=[CH:14][C:9]([C:10]([O:12][CH3:13])=[O:11])=[CH:8][C:7]=1[CH3:16], predict the reactants needed to synthesize it. The reactants are: C([O:4][CH2:5][C:6]1[CH:15]=[CH:14][C:9]([C:10]([O:12][CH3:13])=[O:11])=[CH:8][C:7]=1[CH3:16])(=O)C.C[O-].[Na+].